Dataset: Catalyst prediction with 721,799 reactions and 888 catalyst types from USPTO. Task: Predict which catalyst facilitates the given reaction. (1) Product: [CH2:1]([O:3][C:4](=[O:38])[C@H:5]([C:19]1[CH:24]=[CH:23][C:22]([O:25][C@H:26]2[CH2:30][CH2:29][N:28]([CH2:31][C:32]3[CH:33]=[CH:34][CH:35]=[CH:36][CH:37]=3)[CH2:27]2)=[CH:21][CH:20]=1)[CH2:6][C:7]1[CH:16]=[CH:15][C:14]2[C:9](=[CH:10][C:11]([C:17]#[N:18])=[CH:12][CH:13]=2)[CH:8]=1)[CH3:2]. Reactant: [CH2:1]([O:3][C:4](=[O:38])[CH:5]([C:19]1[CH:24]=[CH:23][C:22]([O:25][C@H:26]2[CH2:30][CH2:29][N:28]([CH2:31][C:32]3[CH:37]=[CH:36][CH:35]=[CH:34][CH:33]=3)[CH2:27]2)=[CH:21][CH:20]=1)[CH2:6][C:7]1[CH:16]=[CH:15][C:14]2[C:9](=[CH:10][C:11]([C:17]#[N:18])=[CH:12][CH:13]=2)[CH:8]=1)[CH3:2].[O-]CC.[Na+]. The catalyst class is: 8. (2) Reactant: N1CCC2(C=CC3C=CC=CC=3O2)CC1.[OH:16][C:17]1[CH:22]=[CH:21][CH:20]=[CH:19][C:18]=1[C:23](=[O:25])[CH3:24].[C:26]([N:33]1[CH2:38][CH2:37][C:36](=O)[CH2:35][CH2:34]1)([O:28][C:29]([CH3:32])([CH3:31])[CH3:30])=[O:27].N1CCCC1. Product: [C:26]([N:33]1[CH2:34][CH2:35][C:36]2([CH2:24][C:23](=[O:25])[C:18]3[CH:19]=[CH:20][CH:21]=[CH:22][C:17]=3[O:16]2)[CH2:37][CH2:38]1)([O:28][C:29]([CH3:32])([CH3:31])[CH3:30])=[O:27]. The catalyst class is: 5.